Dataset: Catalyst prediction with 721,799 reactions and 888 catalyst types from USPTO. Task: Predict which catalyst facilitates the given reaction. (1) Reactant: C(O[C:6](=O)[NH:7][C:8]1[CH:13]=[C:12]([F:14])[CH:11]=[CH:10][C:9]=1[NH:15][CH2:16][CH3:17])(C)(C)C.CC1N=C(O)[C:23]2[C:24](=[N:26][O:27][N:28]=2)[N:25]=1. Product: [CH2:16]([N:15]1[C:9]2[CH:10]=[CH:11][C:12]([F:14])=[CH:13][C:8]=2[N:7]=[C:6]1[C:23]1[C:24]([NH2:25])=[N:26][O:27][N:28]=1)[CH3:17]. The catalyst class is: 15. (2) Reactant: [CH:1]1([C@H:4]2[O:9][C@@H:8]([C:10]3[CH:19]=[CH:18][C:13]([C:14]([O:16][CH3:17])=[O:15])=[CH:12][CH:11]=3)[CH2:7][C:6](=O)[CH2:5]2)[CH2:3][CH2:2]1.C([O-])(=O)C.[Na+].Cl.[CH3:27][O:28][NH2:29]. Product: [CH:1]1([C@H:4]2[O:9][C@@H:8]([C:10]3[CH:19]=[CH:18][C:13]([C:14]([O:16][CH3:17])=[O:15])=[CH:12][CH:11]=3)[CH2:7][C:6](=[N:29][O:28][CH3:27])[CH2:5]2)[CH2:3][CH2:2]1. The catalyst class is: 5. (3) Reactant: [F:1][CH:2]([C:8]1[CH:13]=[CH:12][CH:11]=[CH:10][C:9]=1[C:14]1[CH:19]=[CH:18][CH:17]=[C:16]([F:20])[CH:15]=1)[C:3]([O:5]CC)=[O:4].O.[OH-].[Li+].C(O)(=O)CC(CC(O)=O)(C(O)=O)O. Product: [F:1][CH:2]([C:8]1[CH:13]=[CH:12][CH:11]=[CH:10][C:9]=1[C:14]1[CH:19]=[CH:18][CH:17]=[C:16]([F:20])[CH:15]=1)[C:3]([OH:5])=[O:4]. The catalyst class is: 670. (4) Reactant: [CH2:1]([OH:5])[CH2:2][CH:3]=[CH2:4].[H-].[Na+].[Cl:8][C:9]1[CH:14]=[CH:13][C:12](F)=[C:11]([N+:16]([O-:18])=[O:17])[CH:10]=1. Product: [CH2:1]([O:5][C:12]1[CH:13]=[CH:14][C:9]([Cl:8])=[CH:10][C:11]=1[N+:16]([O-:18])=[O:17])[CH2:2][CH:3]=[CH2:4]. The catalyst class is: 1.